This data is from Reaction yield outcomes from USPTO patents with 853,638 reactions. The task is: Predict the reaction yield, written as a fraction of the theoretical maximum amount of product (1.0 means a 100% yield; for example, 0.34 means a 34% yield). (1) The reactants are [F:8][C:7]([F:10])([F:9])[C:6](O[C:6](=[O:11])[C:7]([F:10])([F:9])[F:8])=[O:11].[CH3:14][S:15][CH2:16][CH2:17][NH2:18].C(N(CC)CC)C.O. The catalyst is ClCCl. The product is [CH3:14][S:15][CH2:16][CH2:17][NH:18][C:6](=[O:11])[C:7]([F:8])([F:9])[F:10]. The yield is 1.00. (2) The reactants are [CH3:1][O:2][C:3]1[CH:4]=[C:5]([N:11]2[CH2:16][C:15]3[CH:17]=[N:18][C:19]4[N:23]([S:24]([C:27]5[CH:32]=[CH:31][CH:30]=[CH:29][CH:28]=5)(=[O:26])=[O:25])[CH:22]=[CH:21][C:20]=4[C:14]=3[N:13]([CH3:33])[C:12]2=[O:34])C=[C:7]([O:9][CH3:10])[CH:8]=1.S(Cl)(Cl)(=O)=O.[Li+].CC([N-]C(C)C)C.[Br:48]C(Cl)(Cl)C(Br)(Cl)Cl.[CH2:56]([Cl:58])Cl. The catalyst is C(#N)C.C1COCC1. The product is [Br:48][C:22]1[N:23]([S:24]([C:27]2[CH:32]=[CH:31][CH:30]=[CH:29][CH:28]=2)(=[O:26])=[O:25])[C:19]2[N:18]=[CH:17][C:15]3[CH2:16][N:11]([C:5]4[CH:4]=[C:3]([O:2][CH3:1])[CH:8]=[C:7]([O:9][CH3:10])[C:56]=4[Cl:58])[C:12](=[O:34])[N:13]([CH3:33])[C:14]=3[C:20]=2[CH:21]=1. The yield is 0.380.